Predict the product of the given reaction. From a dataset of Forward reaction prediction with 1.9M reactions from USPTO patents (1976-2016). (1) The product is: [CH3:33][C:32]([CH3:35])([CH3:34])[C:31](=[O:36])[CH2:30][N:3]1[C:2](=[O:1])[C:7]([CH2:8][C:9]2[CH:10]=[CH:11][C:12]([C:15]3[C:16]([C:21]#[N:22])=[CH:17][CH:18]=[CH:19][CH:20]=3)=[CH:13][CH:14]=2)=[C:6]([CH2:23][CH2:24][CH3:25])[N:5]2[N:26]=[CH:27][N:28]=[C:4]12. Given the reactants [O:1]=[C:2]1[C:7]([CH2:8][C:9]2[CH:14]=[CH:13][C:12]([C:15]3[C:16]([C:21]#[N:22])=[CH:17][CH:18]=[CH:19][CH:20]=3)=[CH:11][CH:10]=2)=[C:6]([CH2:23][CH2:24][CH3:25])[N:5]2[N:26]=[CH:27][N:28]=[C:4]2[NH:3]1.Br[CH2:30][C:31](=[O:36])[C:32]([CH3:35])([CH3:34])[CH3:33].C(=O)([O-])[O-].[K+].[K+].CN(C)C=O, predict the reaction product. (2) Given the reactants [C:1]1(=[O:7])[O:6][C:4](=O)[CH:3]=[CH:2]1.CO[C:10]1C=C[C:13]([NH2:16])=[CH:12][CH:11]=1.[CH2:17]1[CH2:21][O:20][CH2:19][CH2:18]1, predict the reaction product. The product is: [CH3:19][O:20][C:21]1[CH:17]=[CH:18][C:12]([CH2:13][N:16]2[C:1](=[O:7])[CH:2]=[CH:3][C:4]2=[O:6])=[CH:11][CH:10]=1. (3) The product is: [NH3:7].[CH3:19][O:18][C:17]1[C:3]([O:2][CH3:1])=[CH:4][C:5]2[NH:9][C:8]([C:10]3[C:14]([NH:15][C:32]([CH:33]4[CH2:34][CH2:29][CH2:46][N:45]([CH3:44])[CH2:47]4)=[O:42])=[CH:13][NH:12][N:11]=3)=[N:7][C:6]=2[CH:16]=1. Given the reactants [CH3:1][O:2][C:3]1[C:17]([O:18][CH3:19])=[CH:16][C:6]2[NH:7][C:8]([C:10]3[C:14]([NH2:15])=[CH:13][NH:12][N:11]=3)=[N:9][C:5]=2[CH:4]=1.CN(C(ON1N=NC2C=[CH:32][CH:33]=[CH:34][C:29]1=2)=[N+](C)C)C.[B-](F)(F)(F)F.[OH-:42].[Na+].[CH3:44][N:45]([CH:47]=O)[CH3:46], predict the reaction product. (4) Given the reactants [CH:1]1([N:6]2[C:15]3[C:10](=[CH:11][C:12]([F:17])=[C:13](F)[CH:14]=3)[C:9](=[O:18])[N:8]([O:19][CH2:20][C:21]([O:23][C:24]([CH3:27])([CH3:26])[CH3:25])=[O:22])[C:7]2=[O:28])[CH2:5][CH2:4][CH2:3][CH2:2]1.[CH:29]1([NH2:35])[CH2:34][CH2:33][CH2:32][CH2:31][CH2:30]1.C([O-])(=O)CC(CC([O-])=O)(C([O-])=O)O, predict the reaction product. The product is: [CH:29]1([NH:35][C:13]2[CH:14]=[C:15]3[C:10]([C:9](=[O:18])[N:8]([O:19][CH2:20][C:21]([O:23][C:24]([CH3:25])([CH3:26])[CH3:27])=[O:22])[C:7](=[O:28])[N:6]3[CH:1]3[CH2:5][CH2:4][CH2:3][CH2:2]3)=[CH:11][C:12]=2[F:17])[CH2:34][CH2:33][CH2:32][CH2:31][CH2:30]1. (5) Given the reactants [F:1][C:2]1[CH:3]=[C:4]([C:8]2([C:18]3[CH:23]=[CH:22][CH:21]=[C:20]([F:24])[CH:19]=3)[CH:12]3[CH2:13][NH:14][CH2:15][CH2:16][N:11]3[C:10](=[O:17])[O:9]2)[CH:5]=[CH:6][CH:7]=1.[F:25][C:26]1[CH:31]=[CH:30][C:29]([CH2:32][N:33]=[C:34]=[O:35])=[CH:28][CH:27]=1, predict the reaction product. The product is: [F:1][C:2]1[CH:3]=[C:4]([C:8]2([C:18]3[CH:23]=[CH:22][CH:21]=[C:20]([F:24])[CH:19]=3)[CH:12]3[CH2:13][N:14]([C:34]([NH:33][CH2:32][C:29]4[CH:30]=[CH:31][C:26]([F:25])=[CH:27][CH:28]=4)=[O:35])[CH2:15][CH2:16][N:11]3[C:10](=[O:17])[O:9]2)[CH:5]=[CH:6][CH:7]=1. (6) Given the reactants Br[C:2]1[CH:7]=[CH:6][CH:5]=[CH:4][C:3]=1[C:8]1[N:12]([CH2:13][CH:14]2[CH2:19][CH2:18][CH2:17][CH2:16][CH2:15]2)[C:11]2[CH:20]=[C:21]([F:25])[C:22]([F:24])=[CH:23][C:10]=2[N:9]=1.[C:26]([C:28]1[CH:35]=[CH:34][C:31]([C:32]#[N:33])=[CH:30][CH:29]=1)#[CH:27], predict the reaction product. The product is: [CH:14]1([CH2:13][N:12]2[C:11]3[CH:20]=[C:21]([F:25])[C:22]([F:24])=[CH:23][C:10]=3[N:9]=[C:8]2[C:3]2[CH:4]=[CH:5][CH:6]=[CH:7][C:2]=2[C:27]#[C:26][C:28]2[CH:35]=[CH:34][C:31]([C:32]#[N:33])=[CH:30][CH:29]=2)[CH2:19][CH2:18][CH2:17][CH2:16][CH2:15]1.